Dataset: Reaction yield outcomes from USPTO patents with 853,638 reactions. Task: Predict the reaction yield, written as a fraction of the theoretical maximum amount of product (1.0 means a 100% yield; for example, 0.34 means a 34% yield). (1) The reactants are Br[C:2]1[CH:7]=[C:6]([F:8])[CH:5]=[C:4]([F:9])[CH:3]=1.[Mg].II.[C:13]([N:20]1[CH2:24][CH2:23][C:22](=[O:25])[CH2:21]1)([O:15][C:16]([CH3:19])([CH3:18])[CH3:17])=[O:14].[Cl-].[NH4+]. The catalyst is O1CCCC1. The product is [F:9][C:4]1[CH:3]=[C:2]([C:22]2([OH:25])[CH2:23][CH2:24][N:20]([C:13]([O:15][C:16]([CH3:18])([CH3:17])[CH3:19])=[O:14])[CH2:21]2)[CH:7]=[C:6]([F:8])[CH:5]=1. The yield is 0.300. (2) The reactants are Br[C:2]1[CH:3]=[C:4]([C:7]2[CH:8]=[C:9]([CH:15]=[CH:16][CH:17]=2)[C:10]([O:12][CH2:13][CH3:14])=[O:11])[S:5][CH:6]=1.[CH:18]([C:21]1[CH:26]=[CH:25][C:24](B(O)O)=[CH:23][CH:22]=1)([CH3:20])[CH3:19].C([O-])([O-])=O.[Na+].[Na+]. The catalyst is C(O)C.C1(C)C=CC=CC=1.O. The product is [CH:18]([C:21]1[CH:26]=[CH:25][C:24]([C:2]2[CH:3]=[C:4]([C:7]3[CH:8]=[C:9]([CH:15]=[CH:16][CH:17]=3)[C:10]([O:12][CH2:13][CH3:14])=[O:11])[S:5][CH:6]=2)=[CH:23][CH:22]=1)([CH3:20])[CH3:19]. The yield is 0.380. (3) The reactants are [F:1][C:2]1[CH:10]=[C:9]2[C:5]([C:6]([C:11]3[CH:12]=[CH:13][C:14]([N:17]4[CH2:22][CH2:21][CH:20]([NH:23][S:24]([CH2:27][CH2:28][O:29]C)(=[O:26])=[O:25])[CH2:19][CH2:18]4)=[N:15][CH:16]=3)=[CH:7][NH:8]2)=[CH:4][CH:3]=1.B(Br)(Br)Br. The catalyst is C(Cl)Cl. The product is [F:1][C:2]1[CH:10]=[C:9]2[C:5]([C:6]([C:11]3[CH:12]=[CH:13][C:14]([N:17]4[CH2:18][CH2:19][CH:20]([NH:23][S:24]([CH2:27][CH2:28][OH:29])(=[O:26])=[O:25])[CH2:21][CH2:22]4)=[N:15][CH:16]=3)=[CH:7][NH:8]2)=[CH:4][CH:3]=1. The yield is 0.380. (4) The catalyst is C(Cl)Cl.CCOC(C)=O. The yield is 0.580. The product is [CH:2]([CH:3]1[CH2:17][C:7]2[C:8]3[CH:14]=[C:13]([C:15]#[N:16])[CH:12]=[CH:11][C:9]=3[S:10][C:6]=2[CH2:5][CH2:4]1)=[O:1]. The reactants are [OH:1][CH2:2][CH:3]1[CH2:17][C:7]2[C:8]3[CH:14]=[C:13]([C:15]#[N:16])[CH:12]=[CH:11][C:9]=3[S:10][C:6]=2[CH2:5][CH2:4]1.C(O)(C(F)(F)F)=O.CC(OI1(OC(C)=O)(OC(C)=O)OC(=O)C2C=CC=CC1=2)=O.[OH-].[Na+]. (5) The reactants are [C:1]([O:5][C:6]([NH:8][CH:9]1[CH2:14][CH2:13][CH:12]([NH:15][C:16]2[C:17]([CH3:30])=[C:18]([CH:23]=[C:24]([O:26][CH2:27][CH2:28][OH:29])[CH:25]=2)[C:19]([O:21][CH3:22])=[O:20])[CH2:11][CH2:10]1)=[O:7])([CH3:4])([CH3:3])[CH3:2].[CH:31](=O)[CH3:32].C(O)(=O)C.C(O[BH-](OC(=O)C)OC(=O)C)(=O)C.[Na+]. The catalyst is ClC(Cl)C. The product is [C:1]([O:5][C:6]([NH:8][CH:9]1[CH2:14][CH2:13][CH:12]([N:15]([CH2:31][CH3:32])[C:16]2[C:17]([CH3:30])=[C:18]([CH:23]=[C:24]([O:26][CH2:27][CH2:28][OH:29])[CH:25]=2)[C:19]([O:21][CH3:22])=[O:20])[CH2:11][CH2:10]1)=[O:7])([CH3:2])([CH3:3])[CH3:4]. The yield is 0.890.